Dataset: Forward reaction prediction with 1.9M reactions from USPTO patents (1976-2016). Task: Predict the product of the given reaction. (1) Given the reactants C([O:4][C@@H:5]1[C@@H:9]([CH2:10][O:11]C(=O)C)[O:8][CH:7]([N:15]2[CH:22]=[N:21][C:19]([NH2:20])=[N:18][C:16]2=[O:17])[CH2:6]1)(=O)C.N, predict the reaction product. The product is: [CH2:6]1[C@H:7]([N:15]2[C:16](=[O:17])[N:18]=[C:19]([NH2:20])[N:21]=[CH:22]2)[O:8][C@H:9]([CH2:10][OH:11])[C@H:5]1[OH:4]. (2) The product is: [CH2:8]1[C:3]2([CH2:16][CH2:17][CH2:18][NH:19][CH2:1]2)[CH2:4][CH2:5][N:6]([C:9]([O:11][C:12]([CH3:15])([CH3:14])[CH3:13])=[O:10])[CH2:7]1. Given the reactants [CH:1]([C:3]1([CH2:16][CH2:17][CH3:18])[CH2:8][CH2:7][N:6]([C:9]([O:11][C:12]([CH3:15])([CH3:14])[CH3:13])=[O:10])[CH2:5][CH2:4]1)=O.[NH3:19], predict the reaction product. (3) Given the reactants [Br:1][C:2]1[CH:3]=[CH:4][C:5]([F:12])=[C:6]([CH2:8][C:9](O)=[O:10])[CH:7]=1.S(Cl)([Cl:15])=O.CN(C)C=O.CO, predict the reaction product. The product is: [Br:1][C:2]1[CH:3]=[CH:4][C:5]([F:12])=[C:6]([CH2:8][C:9]([Cl:15])=[O:10])[CH:7]=1. (4) Given the reactants [CH3:1][C:2]1[N:3]([C:7]2[CH:8]=[C:9]3[C:14](=[CH:15][C:16]=2[C:17]([F:20])([F:19])[F:18])[NH:13][C:12](=[O:21])[N:11]([NH:22][S:23]([CH3:26])(=[O:25])=[O:24])[C:10]3=[O:27])[CH:4]=[CH:5][N:6]=1.Cl[C:29]([O:31][CH2:32][CH:33]([CH3:35])[CH3:34])=[O:30], predict the reaction product. The product is: [CH2:32]([O:31][C:29](=[O:30])[N:22]([S:23]([CH3:26])(=[O:25])=[O:24])[N:11]1[C:10](=[O:27])[C:9]2[C:14](=[CH:15][C:16]([C:17]([F:19])([F:20])[F:18])=[C:7]([N:3]3[CH:4]=[CH:5][N:6]=[C:2]3[CH3:1])[CH:8]=2)[NH:13][C:12]1=[O:21])[CH:33]([CH3:35])[CH3:34]. (5) Given the reactants [NH2:1][C:2]1[S:3][CH:4]=[C:5]([C:7]2([C:13]3[CH:18]=[CH:17][CH:16]=[CH:15][CH:14]=3)[CH2:12][CH2:11][NH:10][CH2:9][CH2:8]2)[N:6]=1.[ClH:19].[C:20]([N:28]1[CH2:33][CH2:32][CH2:31][C:30]([C:50]2[CH:55]=[CH:54][C:53]([Cl:56])=[C:52]([Cl:57])[CH:51]=2)([CH2:34][CH2:35][CH2:36]N2CCC(C(N3CCCC3)=O)CC2)[CH2:29]1)(=[O:27])[C:21]1[CH:26]=[CH:25][CH:24]=[CH:23][CH:22]=1.C([O-])([O-])=O.[K+].[K+].Cl, predict the reaction product. The product is: [OH2:27].[ClH:56].[ClH:19].[NH2:1][C:2]1[S:3][CH:4]=[C:5]([C:7]2([C:13]3[CH:18]=[CH:17][CH:16]=[CH:15][CH:14]=3)[CH2:8][CH2:9][N:10]([CH2:36][CH2:35][CH2:34][C:30]3([C:50]4[CH:55]=[CH:54][C:53]([Cl:56])=[C:52]([Cl:57])[CH:51]=4)[CH2:31][CH2:32][CH2:33][N:28]([C:20](=[O:27])[C:21]4[CH:26]=[CH:25][CH:24]=[CH:23][CH:22]=4)[CH2:29]3)[CH2:11][CH2:12]2)[N:6]=1. (6) Given the reactants [C:1](O)(=O)C.C(O)(=O)C.[OH:9][CH2:10][C@@H:11]1[C@@:16]([CH3:37])([C@H:17]2[CH2:25][CH2:24][C@@:23]3(C)[C@@H:19]([CH2:20][CH2:21][C:22]3=[CH2:27])[C@@H:18]2[CH2:28][NH:29][CH:30]2[CH2:35][CH2:34][N:33]([CH3:36])[CH2:32][CH2:31]2)[CH2:15][CH2:14][C@H:13]([OH:38])[CH2:12]1.[OH-].[Na+], predict the reaction product. The product is: [CH3:27][C:22]1([CH3:1])[C:23]2[CH2:24][CH2:25][C@H:17]([C@@:16]3([CH3:37])[CH2:15][CH2:14][C@H:13]([OH:38])[CH2:12][C@@H:11]3[CH2:10][OH:9])[C@@H:18]([CH2:28][NH:29][CH:30]3[CH2:31][CH2:32][N:33]([CH3:36])[CH2:34][CH2:35]3)[C:19]=2[CH2:20][CH2:21]1. (7) Given the reactants I[C:2]1[N:3]=[C:4]([CH3:16])[N:5]([C:8]2[CH:13]=[N:12][N:11]([CH3:14])[C:10](=[O:15])[CH:9]=2)[C:6]=1[CH3:7].[Cl:17][C:18]1[CH:23]=[CH:22][CH:21]=[C:20]([C:24]#[CH:25])[CH:19]=1, predict the reaction product. The product is: [Cl:17][C:18]1[CH:19]=[C:20]([C:24]#[C:25][C:2]2[N:3]=[C:4]([CH3:16])[N:5]([C:8]3[CH:13]=[N:12][N:11]([CH3:14])[C:10](=[O:15])[CH:9]=3)[C:6]=2[CH3:7])[CH:21]=[CH:22][CH:23]=1. (8) Given the reactants [Cl:1][C:2]1[CH:9]=[CH:8][CH:7]=[C:6]([N+:10]([O-])=O)[C:3]=1[CH:4]=O.[CH3:13][Si:14]([CH3:21])([CH3:20])[C:15]#[C:16][CH2:17][CH2:18][NH2:19], predict the reaction product. The product is: [Cl:1][C:2]1[C:3]2[C:6]([CH:7]=[CH:8][CH:9]=1)=[N:10][N:19]([CH2:18][CH2:17][C:16]#[C:15][Si:14]([CH3:21])([CH3:20])[CH3:13])[CH:4]=2. (9) Given the reactants Br[C:2]1[CH:3]=[C:4]([C:8]2[CH:17]=[N:16][C:15]3[C:10](=[C:11]4[CH:25]=[CH:24][CH:23]=[CH:22][C:12]4=[C:13]4[CH:21]=[CH:20][CH:19]=[CH:18][C:14]4=3)[N:9]=2)[CH:5]=[CH:6][CH:7]=1.[B:35]1([B:35]2[O:39][C:38]([CH3:41])([CH3:40])[C:37]([CH3:43])([CH3:42])[O:36]2)[O:39][C:38]([CH3:41])([CH3:40])[C:37]([CH3:43])([CH3:42])[O:36]1.C([O-])(=O)C.[K+].O1CCOCC1, predict the reaction product. The product is: [CH3:41][C:38]1([CH3:40])[C:37]([CH3:42])([CH3:43])[O:36][B:35]([C:2]2[CH:7]=[CH:6][CH:5]=[C:4]([C:8]3[CH:17]=[N:16][C:15]4[C:10](=[C:11]5[CH:25]=[CH:24][CH:23]=[CH:22][C:12]5=[C:13]5[CH:21]=[CH:20][CH:19]=[CH:18][C:14]5=4)[N:9]=3)[CH:3]=2)[O:39]1.